From a dataset of Catalyst prediction with 721,799 reactions and 888 catalyst types from USPTO. Predict which catalyst facilitates the given reaction. (1) Reactant: [Cl:1][C:2]1[CH:3]=[C:4]2[C:8](=[CH:9][CH:10]=1)[NH:7][CH:6]=[C:5]2[CH2:11][CH2:12][NH:13][C:14](=[O:22])[C:15]1[CH:20]=[CH:19][CH:18]=[C:17](I)[CH:16]=1.B(O)(O)[C:24]1[CH:25]=[CH:26][C:27]([CH3:30])=[CH:28][CH:29]=1.C(=O)([O-])[O-].[Na+].[Na+]. Product: [Cl:1][C:2]1[CH:3]=[C:4]2[C:8](=[CH:9][CH:10]=1)[NH:7][CH:6]=[C:5]2[CH2:11][CH2:12][NH:13][C:14]([C:15]1[CH:16]=[C:17]([C:24]2[CH:29]=[CH:28][C:27]([CH3:30])=[CH:26][CH:25]=2)[CH:18]=[CH:19][CH:20]=1)=[O:22]. The catalyst class is: 437. (2) Reactant: [CH3:1][C:2]1[O:6][N:5]=[C:4]([C:7]2[CH:12]=[CH:11][CH:10]=[CH:9][CH:8]=2)[C:3]=1[C:13]1[CH:27]=[CH:26][C:16]([C:17]([NH:19][CH:20]([CH2:24][CH3:25])[C:21]([O-])=O)=[O:18])=[CH:15][CH:14]=1.[OH-:28].[Na+].[OH:30][N:31]1[C:35](=[O:36])[CH2:34][CH2:33][C:32]1=[O:37].Cl.C(N=C=NCCCN(C)C)C. Product: [O:37]=[C:32]1[CH2:33][CH2:34][C:35](=[O:36])[N:31]1[O:30][C:25](=[O:28])[CH2:24][C@H:20]([NH:19][C:17](=[O:18])[C:16]1[CH:26]=[CH:27][C:13]([C:3]2[C:4]([C:7]3[CH:12]=[CH:11][CH:10]=[CH:9][CH:8]=3)=[N:5][O:6][C:2]=2[CH3:1])=[CH:14][CH:15]=1)[CH3:21]. The catalyst class is: 125. (3) Reactant: [Cl:1][C:2]1[C:3]([NH:15][C:16]2[CH:21]=[CH:20][C:19]([Cl:22])=[CH:18][CH:17]=2)=[N:4][CH:5]=[C:6]([C:8]2[NH:9][C:10]([CH3:14])=[C:11]([CH3:13])[N:12]=2)[CH:7]=1.[H-].[Na+].I[CH2:26][CH2:27][CH3:28]. Product: [Cl:1][C:2]1[C:3]([NH:15][C:16]2[CH:21]=[CH:20][C:19]([Cl:22])=[CH:18][CH:17]=2)=[N:4][CH:5]=[C:6]([C:8]2[N:12]([CH2:26][CH2:27][CH3:28])[C:11]([CH3:13])=[C:10]([CH3:14])[N:9]=2)[CH:7]=1. The catalyst class is: 3. (4) Reactant: [CH:1]1[C:14]2[C:5](=[CH:6][C:7]3[C:12]([C:13]=2[C:15]([N:17]2[CH2:22][CH2:21][CH:20]([N:23]4[CH2:34][CH2:33][CH2:32][C:25]5([N:29]=[C:28]([CH3:30])[NH:27][C:26]5=[O:31])[CH2:24]4)[CH2:19][CH2:18]2)=[O:16])=[CH:11][CH:10]=[CH:9][CH:8]=3)[CH:4]=[CH:3][CH:2]=1.[H-].[Na+].Br[CH2:38][CH2:39][O:40][Si:41]([C:44]([CH3:47])([CH3:46])[CH3:45])([CH3:43])[CH3:42]. Product: [CH:11]1[C:12]2[C:7](=[CH:6][C:5]3[C:14]([C:13]=2[C:15]([N:17]2[CH2:18][CH2:19][CH:20]([N:23]4[CH2:34][CH2:33][CH2:32][C:25]5([N:29]=[C:28]([CH3:30])[N:27]([CH2:38][CH2:39][O:40][Si:41]([C:44]([CH3:47])([CH3:46])[CH3:45])([CH3:43])[CH3:42])[C:26]5=[O:31])[CH2:24]4)[CH2:21][CH2:22]2)=[O:16])=[CH:1][CH:2]=[CH:3][CH:4]=3)[CH:8]=[CH:9][CH:10]=1. The catalyst class is: 42.